Predict the product of the given reaction. From a dataset of Forward reaction prediction with 1.9M reactions from USPTO patents (1976-2016). (1) Given the reactants [N:1]([CH2:4][C:5]1[C:9]2[CH:10]=[CH:11][C:12]([O:14][C:15]3[S:16][C:17]4[C:18]([N:23]=3)=[N:19][CH:20]=[CH:21][CH:22]=4)=[CH:13][C:8]=2[O:7][CH:6]=1)=[N+]=[N-].C1(P(C2C=CC=CC=2)C2C=CC=CC=2)C=CC=CC=1.O.[C:44](O[C:44]([O:46][C:47]([CH3:50])([CH3:49])[CH3:48])=[O:45])([O:46][C:47]([CH3:50])([CH3:49])[CH3:48])=[O:45], predict the reaction product. The product is: [C:47]([O:46][C:44](=[O:45])[NH:1][CH2:4][C:5]1[C:9]2[CH:10]=[CH:11][C:12]([O:14][C:15]3[S:16][C:17]4[C:18]([N:23]=3)=[N:19][CH:20]=[CH:21][CH:22]=4)=[CH:13][C:8]=2[O:7][CH:6]=1)([CH3:50])([CH3:49])[CH3:48]. (2) Given the reactants Cl[C:2]1[CH:7]=[CH:6][C:5]([S:8]([CH:11]([CH3:13])[CH3:12])(=[O:10])=[O:9])=[CH:4][C:3]=1[N+:14]([O-:16])=[O:15].Cl.[NH2:18][CH2:19][C:20]1([OH:26])[CH2:25][CH2:24][O:23][CH2:22][CH2:21]1, predict the reaction product. The product is: [CH:11]([S:8]([C:5]1[CH:6]=[CH:7][C:2]([NH:18][CH2:19][C:20]2([OH:26])[CH2:25][CH2:24][O:23][CH2:22][CH2:21]2)=[C:3]([N+:14]([O-:16])=[O:15])[CH:4]=1)(=[O:10])=[O:9])([CH3:13])[CH3:12].